From a dataset of Catalyst prediction with 721,799 reactions and 888 catalyst types from USPTO. Predict which catalyst facilitates the given reaction. Reactant: CN1C=CN=C1.[C:7]([O:11][C:12]([N:14]1[C@H:19]([C:20]([OH:22])=O)[CH2:18][C@@H:17]2[C@H:15]1[CH2:16]2)=[O:13])([CH3:10])([CH3:9])[CH3:8].CS(Cl)(=O)=O.Cl.[F:29]/[C:30](=[CH:33]\[C:34]([F:37])([F:36])[F:35])/[CH2:31][NH2:32]. Product: [F:29]/[C:30](=[CH:33]\[C:34]([F:37])([F:36])[F:35])/[CH2:31][NH:32][C:20]([C@@H:19]1[CH2:18][C@@H:17]2[C@@H:15]([CH2:16]2)[N:14]1[C:12]([O:11][C:7]([CH3:8])([CH3:9])[CH3:10])=[O:13])=[O:22]. The catalyst class is: 34.